Task: Predict the reactants needed to synthesize the given product.. Dataset: Full USPTO retrosynthesis dataset with 1.9M reactions from patents (1976-2016) (1) Given the product [CH:26]([O:28][CH2:29][CH2:30][O:31][NH:32][C:3]([C:5]1[CH:10]=[CH:9][N:8]2[CH:11]=[N:12][CH:13]=[C:7]2[C:6]=1[NH:14][C:15]1[CH:20]=[CH:19][C:18]([S:21][CH3:22])=[CH:17][C:16]=1[F:23])=[O:4])=[CH2:27], predict the reactants needed to synthesize it. The reactants are: CO[C:3]([C:5]1[CH:10]=[CH:9][N:8]2[CH:11]=[N:12][CH:13]=[C:7]2[C:6]=1[NH:14][C:15]1[CH:20]=[CH:19][C:18]([S:21][CH3:22])=[CH:17][C:16]=1[F:23])=[O:4].[OH-].[Na+].[CH:26]([O:28][CH2:29][CH2:30][O:31][NH2:32])=[CH2:27].CCN=C=NCCCN(C)C.C1C=CC2N(O)N=NC=2C=1. (2) Given the product [NH2:20][C:11]1[C:10]([O:9][C:8]2[CH:7]=[CH:6][C:5]([CH2:23][C:24]([O:26][CH2:27][CH3:28])=[O:25])=[CH:4][C:3]=2[O:2][CH3:1])=[CH:19][CH:18]=[C:17]2[C:12]=1[CH:13]=[CH:14][CH:15]=[N:16]2, predict the reactants needed to synthesize it. The reactants are: [CH3:1][O:2][C:3]1[CH:4]=[C:5]([CH2:23][C:24]([O:26][CH2:27][CH3:28])=[O:25])[CH:6]=[CH:7][C:8]=1[O:9][C:10]1[C:11]([N+:20]([O-])=O)=[C:12]2[C:17](=[CH:18][CH:19]=1)[N:16]=[CH:15][CH:14]=[CH:13]2. (3) Given the product [C:38]([O:41][C:2]1[C:3]([CH3:17])=[C:4]2[CH2:15][CH2:14][N:13]([CH3:16])[C:5]2=[N:6][C:7]=1[CH2:8][CH2:9][CH2:10][CH2:11][CH3:12])(=[O:40])[CH3:39], predict the reactants needed to synthesize it. The reactants are: Br[C:2]1[C:3]([CH3:17])=[C:4]2[CH2:15][CH2:14][N:13]([CH3:16])[C:5]2=[N:6][C:7]=1[CH2:8][CH2:9][CH2:10][CH2:11][CH3:12].CN(C)CCN(C)C.[Li]CCCC.COB(OC)OC.[C:38]([O:41]O)(=[O:40])[CH3:39].C(N(CC)CC)C.C(OC(=O)C)(=O)C. (4) The reactants are: FC(F)(F)S(O[CH:7]([C:12]1[CH:13]=[N:14][C:15]([Cl:18])=[CH:16][CH:17]=1)[C:8]([F:11])([F:10])[F:9])(=O)=O.C([O-])([O-])=O.[K+].[K+].[NH:27]1[CH2:31][CH2:30][C@H:29]([NH:32][C:33](=[O:39])[O:34][C:35]([CH3:38])([CH3:37])[CH3:36])[CH2:28]1.O. Given the product [Cl:18][C:15]1[N:14]=[CH:13][C:12]([CH:7]([N:27]2[CH2:31][CH2:30][C@H:29]([NH:32][C:33](=[O:39])[O:34][C:35]([CH3:37])([CH3:36])[CH3:38])[CH2:28]2)[C:8]([F:11])([F:10])[F:9])=[CH:17][CH:16]=1, predict the reactants needed to synthesize it.